From a dataset of Catalyst prediction with 721,799 reactions and 888 catalyst types from USPTO. Predict which catalyst facilitates the given reaction. (1) Reactant: [F:1][C:2]1[CH:24]=[C:23]([F:25])[CH:22]=[C:21]([F:26])[C:3]=1[C:4]([NH:6][C:7]1[CH:12]=[CH:11][CH:10]=[C:9]([C:13]([CH:15]2[CH2:20][CH2:19][NH:18][CH2:17][CH2:16]2)=[O:14])[N:8]=1)=[O:5].[CH:27](=O)[CH2:28][CH3:29].C(O[BH-](OC(=O)C)OC(=O)C)(=O)C.[Na+].C(O)(=O)C. Product: [F:26][C:21]1[CH:22]=[C:23]([F:25])[CH:24]=[C:2]([F:1])[C:3]=1[C:4]([NH:6][C:7]1[CH:12]=[CH:11][CH:10]=[C:9]([C:13]([CH:15]2[CH2:16][CH2:17][N:18]([CH2:27][CH2:28][CH3:29])[CH2:19][CH2:20]2)=[O:14])[N:8]=1)=[O:5]. The catalyst class is: 138. (2) Reactant: [C:1]([C:5]1[CH:10]=[CH:9][CH:8]=[CH:7][C:6]=1[N:11]1[CH2:16][CH2:15][N:14]([C:17]([C:19]2[CH:24]=[CH:23][C:22]([N:25]3[CH2:29][CH2:28][NH:27][C:26]3=[O:30])=[CH:21][CH:20]=2)=[O:18])[CH2:13][CH2:12]1)([CH3:4])([CH3:3])[CH3:2].[H-].[Na+].Br[CH2:34][C:35]([O:37][C:38]([CH3:41])([CH3:40])[CH3:39])=[O:36].O. Product: [C:1]([C:5]1[CH:10]=[CH:9][CH:8]=[CH:7][C:6]=1[N:11]1[CH2:12][CH2:13][N:14]([C:17]([C:19]2[CH:24]=[CH:23][C:22]([N:25]3[CH2:29][CH2:28][N:27]([CH2:34][C:35]([O:37][C:38]([CH3:41])([CH3:40])[CH3:39])=[O:36])[C:26]3=[O:30])=[CH:21][CH:20]=2)=[O:18])[CH2:15][CH2:16]1)([CH3:4])([CH3:2])[CH3:3]. The catalyst class is: 9. (3) Reactant: C[O:2][C:3](=[O:17])[CH2:4][CH:5]1[CH2:9][CH2:8][N:7]([C:10]([O:12][C:13]([CH3:16])([CH3:15])[CH3:14])=[O:11])[CH2:6]1.[OH-].[Na+]. Product: [C:13]([O:12][C:10]([N:7]1[CH2:8][CH2:9][CH:5]([CH2:4][C:3]([OH:17])=[O:2])[CH2:6]1)=[O:11])([CH3:16])([CH3:14])[CH3:15]. The catalyst class is: 5.